This data is from Full USPTO retrosynthesis dataset with 1.9M reactions from patents (1976-2016). The task is: Predict the reactants needed to synthesize the given product. (1) Given the product [Cl:1][C:2]1[C:3]([C:16]2[C:21]([Cl:22])=[CH:20][N:19]=[C:18]([NH2:25])[CH:17]=2)=[N:4][C:5]([NH:8][CH2:9][CH:10]2[CH2:15][CH2:14][O:13][CH2:12][CH2:11]2)=[CH:6][CH:7]=1, predict the reactants needed to synthesize it. The reactants are: [Cl:1][C:2]1[C:3]([C:16]2[C:21]([Cl:22])=[CH:20][N:19]=[C:18](F)[CH:17]=2)=[N:4][C:5]([NH:8][CH2:9][CH:10]2[CH2:15][CH2:14][O:13][CH2:12][CH2:11]2)=[CH:6][CH:7]=1.[OH-].[NH4+:25]. (2) Given the product [F:1][C:2]1[CH:3]=[C:4]([CH2:13][CH2:14][CH:15]2[NH:17][CH2:18][CH2:19][CH2:20][C:21]3[N:22]([CH2:27][CH3:28])[N:23]=[C:24]([CH3:26])[C:25]2=3)[CH:5]=[C:6]([F:12])[C:7]=1[C:8]([F:11])([F:10])[F:9], predict the reactants needed to synthesize it. The reactants are: [F:1][C:2]1[CH:3]=[C:4]([CH2:13][CH2:14][C:15]([NH:17][CH2:18][CH2:19][CH2:20][C:21]2[N:22]([CH2:27][CH3:28])[N:23]=[C:24]([CH3:26])[CH:25]=2)=O)[CH:5]=[C:6]([F:12])[C:7]=1[C:8]([F:11])([F:10])[F:9].P(Cl)(Cl)(Cl)=O.[BH4-].[Na+]. (3) The reactants are: [CH2:1]([N:8]1[CH:13]=[C:12]([C:14](=[O:22])[CH:15]=[C:16]([OH:21])[C:17]([O:19]C)=[O:18])[C:11](=[O:23])[N:10]([CH2:24][C:25]2[CH:30]=[CH:29][CH:28]=[CH:27][CH:26]=2)[C:9]1=[O:31])[C:2]1[CH:7]=[CH:6][CH:5]=[CH:4][CH:3]=1.Cl. Given the product [CH2:1]([N:8]1[CH:13]=[C:12]([C:14](=[O:22])[CH:15]=[C:16]([OH:21])[C:17]([OH:19])=[O:18])[C:11](=[O:23])[N:10]([CH2:24][C:25]2[CH:30]=[CH:29][CH:28]=[CH:27][CH:26]=2)[C:9]1=[O:31])[C:2]1[CH:7]=[CH:6][CH:5]=[CH:4][CH:3]=1, predict the reactants needed to synthesize it. (4) Given the product [CH3:23][O:22][C:20]([C:18]1[CH:19]=[C:14]([N:11]2[CH2:12][CH2:13][N:8]([C:6]([O:5][C:1]([CH3:4])([CH3:3])[CH3:2])=[O:7])[CH2:9][CH2:10]2)[N:15]=[C:16]([C:30]2[CH:29]=[CH:28][N:27]=[C:26]([Cl:25])[CH:31]=2)[CH:17]=1)=[O:21], predict the reactants needed to synthesize it. The reactants are: [C:1]([O:5][C:6]([N:8]1[CH2:13][CH2:12][N:11]([C:14]2[CH:19]=[C:18]([C:20]([O:22][CH3:23])=[O:21])[CH:17]=[C:16](Br)[N:15]=2)[CH2:10][CH2:9]1)=[O:7])([CH3:4])([CH3:3])[CH3:2].[Cl:25][C:26]1[CH:31]=[C:30](B(O)O)[CH:29]=[CH:28][N:27]=1.C([O-])([O-])=O.[Na+].[Na+].C(Cl)Cl.